This data is from Catalyst prediction with 721,799 reactions and 888 catalyst types from USPTO. The task is: Predict which catalyst facilitates the given reaction. (1) Reactant: C[O:2][C:3]([C:5]1[CH:6]=[CH:7][C:8]2[CH:12]=[C:11]([C:13]([O:15][CH2:16][CH3:17])=[O:14])[S:10][C:9]=2[CH:18]=1)=[O:4].[I-].[Li+]. Product: [CH3:17][CH2:16][O:15][C:13]([C:11]1[S:10][C:9]2[CH:18]=[C:5]([C:3]([OH:4])=[O:2])[CH:6]=[CH:7][C:8]=2[CH:12]=1)=[O:14]. The catalyst class is: 17. (2) Reactant: [CH3:1][O:2][C:3]([C:5]1[S:6][C:7]([C:18]#[C:19][C:20]([CH3:23])([CH3:22])[CH3:21])=[CH:8][C:9]=1[NH:10]C(OC(C)(C)C)=O)=[O:4].FC(F)(F)C(O)=O. Product: [CH3:1][O:2][C:3]([C:5]1[S:6][C:7]([C:18]#[C:19][C:20]([CH3:23])([CH3:22])[CH3:21])=[CH:8][C:9]=1[NH2:10])=[O:4]. The catalyst class is: 2. (3) Reactant: F[C:2]1[CH:7]=[CH:6][C:5]([C:8]2[O:9][C:10]3[CH:16]=[CH:15][CH:14]=[CH:13][C:11]=3[N:12]=2)=[CH:4][C:3]=1[N+:17]([O-:19])=[O:18].C(=O)([O-])O.[Na+].[CH2:25]([NH2:32])[C:26]1[CH:31]=[CH:30][CH:29]=[CH:28][CH:27]=1.O. Product: [CH2:25]([NH:32][C:2]1[CH:7]=[CH:6][C:5]([C:8]2[O:9][C:10]3[CH:16]=[CH:15][CH:14]=[CH:13][C:11]=3[N:12]=2)=[CH:4][C:3]=1[N+:17]([O-:19])=[O:18])[C:26]1[CH:31]=[CH:30][CH:29]=[CH:28][CH:27]=1. The catalyst class is: 8. (4) Reactant: Cl[C:2]1[CH:7]=[CH:6][N:5]=[C:4]([C@@H:8]([NH:12][C:13](=[O:19])[O:14][C:15]([CH3:18])([CH3:17])[CH3:16])[CH2:9][CH:10]=[CH2:11])[CH:3]=1.[NH2:20][NH2:21].[Al]. Product: [NH:20]([C:2]1[CH:7]=[CH:6][N:5]=[C:4]([C@@H:8]([NH:12][C:13](=[O:19])[O:14][C:15]([CH3:18])([CH3:17])[CH3:16])[CH2:9][CH:10]=[CH2:11])[CH:3]=1)[NH2:21]. The catalyst class is: 8. (5) Reactant: [CH:1]([Si:4]([CH:45]([CH3:47])[CH3:46])([CH:42]([CH3:44])[CH3:43])[O:5][C@H:6]1[C@H:11]([O:12][Si:13]([CH:20]([CH3:22])[CH3:21])([CH:17]([CH3:19])[CH3:18])[CH:14]([CH3:16])[CH3:15])[C@@H:10]([CH2:23][O:24][Si](C(C)C)(C(C)C)C(C)C)[O:9][C@H:8]([C:35]2[CH:40]=[CH:39][N:38]=[CH:37][C:36]=2[NH2:41])[CH2:7]1)([CH3:3])[CH3:2].Cl.C([O-])(O)=O.[Na+]. Product: [NH2:41][C:36]1[CH:37]=[N:38][CH:39]=[CH:40][C:35]=1[C@@H:8]1[O:9][C@H:10]([CH2:23][OH:24])[C@@H:11]([O:12][Si:13]([CH:20]([CH3:21])[CH3:22])([CH:14]([CH3:15])[CH3:16])[CH:17]([CH3:18])[CH3:19])[C@H:6]([O:5][Si:4]([CH:45]([CH3:47])[CH3:46])([CH:1]([CH3:3])[CH3:2])[CH:42]([CH3:44])[CH3:43])[CH2:7]1. The catalyst class is: 1.